Dataset: Forward reaction prediction with 1.9M reactions from USPTO patents (1976-2016). Task: Predict the product of the given reaction. (1) Given the reactants C(N1CC[CH:7]([O:10][C:11]2[CH:16]=[CH:15][C:14]([C:17]3([CH2:23][NH:24][CH3:25])[CH2:22][CH2:21][O:20][CH2:19][CH2:18]3)=[CH:13][CH:12]=2)CC1)(C)C.[CH2:26]([N:28]([CH2:31][CH3:32])[CH2:29][CH3:30])[CH3:27].[C:33](OC(=O)C)(=[O:35])[CH3:34].O.Cl[CH2:42]Cl, predict the reaction product. The product is: [CH:26]([N:28]1[CH2:31][CH2:32][CH:7]([O:10][C:11]2[CH:12]=[CH:13][C:14]([C:17]3([CH2:23][N:24]([CH3:25])[C:33](=[O:35])[CH3:34])[CH2:18][CH2:19][O:20][CH2:21][CH2:22]3)=[CH:15][CH:16]=2)[CH2:30][CH2:29]1)([CH3:42])[CH3:27]. (2) Given the reactants [NH2:1][C:2]1[N:7]=[CH:6][C:5]([C:8]2[CH:13]=[CH:12][C:11]([C:14]3[N:15]([C:32]4[CH:37]=[CH:36][C:35]([Cl:38])=[CH:34][CH:33]=4)[C:16](=[O:31])[C:17]4[N:18]=[CH:19][N:20]([C:23]5[CH:24]=[C:25]([CH:28]=[CH:29][CH:30]=5)[C:26]#[N:27])[C:21]=4[N:22]=3)=[CH:10][CH:9]=2)=[CH:4][CH:3]=1.Cl.C(=O)([O-])[O-].[NH4+:44].[NH4+], predict the reaction product. The product is: [NH2:1][C:2]1[N:7]=[CH:6][C:5]([C:8]2[CH:9]=[CH:10][C:11]([C:14]3[N:15]([C:32]4[CH:33]=[CH:34][C:35]([Cl:38])=[CH:36][CH:37]=4)[C:16](=[O:31])[C:17]4[N:18]=[CH:19][N:20]([C:23]5[CH:24]=[C:25]([CH:28]=[CH:29][CH:30]=5)[C:26]([NH2:44])=[NH:27])[C:21]=4[N:22]=3)=[CH:12][CH:13]=2)=[CH:4][CH:3]=1. (3) Given the reactants [OH:1][C:2]1[CH:9]=[CH:8][CH:7]=[CH:6][C:3]=1[CH:4]=[O:5].Br[CH2:11][CH2:12][O:13][C:14]1[CH:19]=[CH:18][C:17]([N+:20]([O-:22])=[O:21])=[CH:16][CH:15]=1.C(=O)([O-])[O-].[K+].[K+].O, predict the reaction product. The product is: [N+:20]([C:17]1[CH:18]=[CH:19][C:14]([O:13][CH2:12][CH2:11][O:1][C:2]2[CH:9]=[CH:8][CH:7]=[CH:6][C:3]=2[CH:4]=[O:5])=[CH:15][CH:16]=1)([O-:22])=[O:21]. (4) Given the reactants [Cl:1][C:2]1[CH:3]=[C:4]2[C:8](=[CH:9][CH:10]=1)[NH:7][CH:6]=[C:5]2[CH2:11][CH2:12][NH:13][C:14](=[O:22])[C:15]1[CH:20]=[CH:19][C:18](I)=[CH:17][CH:16]=1.[F:23][C:24]([F:35])([F:34])[C:25]1[CH:30]=[CH:29][C:28](B(O)O)=[CH:27][CH:26]=1.C(=O)([O-])[O-].[Na+].[Na+], predict the reaction product. The product is: [Cl:1][C:2]1[CH:3]=[C:4]2[C:8](=[CH:9][CH:10]=1)[NH:7][CH:6]=[C:5]2[CH2:11][CH2:12][NH:13][C:14]([C:15]1[CH:20]=[CH:19][C:18]([C:28]2[CH:29]=[CH:30][C:25]([C:24]([F:35])([F:34])[F:23])=[CH:26][CH:27]=2)=[CH:17][CH:16]=1)=[O:22]. (5) Given the reactants [CH3:1][O:2][C:3](=[O:22])[C:4]1[CH:9]=[C:8]([OH:10])[CH:7]=[CH:6][C:5]=1[NH:11][S:12]([C:15]1[CH:20]=[CH:19][C:18]([CH3:21])=[CH:17][CH:16]=1)(=[O:14])=[O:13].C([O-])([O-])=O.[K+].[K+].F[C:30]1[CH:37]=[CH:36][C:33]([C:34]#[N:35])=[CH:32][CH:31]=1, predict the reaction product. The product is: [CH3:1][O:2][C:3](=[O:22])[C:4]1[CH:9]=[C:8]([O:10][C:30]2[CH:37]=[CH:36][C:33]([C:34]#[N:35])=[CH:32][CH:31]=2)[CH:7]=[CH:6][C:5]=1[NH:11][S:12]([C:15]1[CH:16]=[CH:17][C:18]([CH3:21])=[CH:19][CH:20]=1)(=[O:14])=[O:13].